The task is: Binary Classification. Given a T-cell receptor sequence (or CDR3 region) and an epitope sequence, predict whether binding occurs between them.. This data is from TCR-epitope binding with 47,182 pairs between 192 epitopes and 23,139 TCRs. (1) The epitope is SSNVANYQK. The TCR CDR3 sequence is CATAGDSHTDTQYF. Result: 0 (the TCR does not bind to the epitope). (2) The epitope is GLNKIVRMY. The TCR CDR3 sequence is CASSLVEGGGEKLFF. Result: 0 (the TCR does not bind to the epitope). (3) The epitope is TPINLVRDL. The TCR CDR3 sequence is CASSLRGSYNEQFF. Result: 1 (the TCR binds to the epitope). (4) The epitope is FLPRVFSAV. The TCR CDR3 sequence is CASSYSANEQFF. Result: 1 (the TCR binds to the epitope). (5) The epitope is ITEEVGHTDLMAAY. The TCR CDR3 sequence is CASSQTPSGSYEQYF. Result: 1 (the TCR binds to the epitope). (6) The epitope is RPRGEVRFL. The TCR CDR3 sequence is CASSPPNTEAFF. Result: 0 (the TCR does not bind to the epitope).